From a dataset of Forward reaction prediction with 1.9M reactions from USPTO patents (1976-2016). Predict the product of the given reaction. (1) Given the reactants [C:1]1([CH:7]([N:14]2[CH2:19][CH2:18][NH:17][CH2:16][CH2:15]2)[C:8]2[CH:13]=[CH:12][CH:11]=[CH:10][CH:9]=2)[CH:6]=[CH:5][CH:4]=[CH:3][CH:2]=1.[C:20]1([CH:26]([N:33]=[C:34]=[O:35])[C:27]2[CH:32]=[CH:31][CH:30]=[CH:29][CH:28]=2)[CH:25]=[CH:24][CH:23]=[CH:22][CH:21]=1, predict the reaction product. The product is: [CH:26]([NH:33][C:34]([N:17]1[CH2:16][CH2:15][N:14]([CH:7]([C:8]2[CH:13]=[CH:12][CH:11]=[CH:10][CH:9]=2)[C:1]2[CH:6]=[CH:5][CH:4]=[CH:3][CH:2]=2)[CH2:19][CH2:18]1)=[O:35])([C:27]1[CH:28]=[CH:29][CH:30]=[CH:31][CH:32]=1)[C:20]1[CH:25]=[CH:24][CH:23]=[CH:22][CH:21]=1. (2) Given the reactants [CH3:1][O:2][C:3]([NH:5][C@H:6]([C:10]([OH:12])=[O:11])[CH:7]([CH3:9])[CH3:8])=[O:4].N[C@@H](C1C[CH2:22][O:21][CH2:20]C1)C(O)=O, predict the reaction product. The product is: [CH3:1][O:2][C:3]([NH:5][CH:6]([CH:7]1[CH2:9][CH2:22][O:21][CH2:20][CH2:8]1)[C:10]([OH:12])=[O:11])=[O:4].